Predict the reaction yield, written as a fraction of the theoretical maximum amount of product (1.0 means a 100% yield; for example, 0.34 means a 34% yield). From a dataset of Reaction yield outcomes from USPTO patents with 853,638 reactions. (1) The reactants are [Si:1]([O:8][C:9]1[C:17]2[N:16]=[C:15]([CH:18]([F:20])[F:19])[N:14]([C:21]3[N:26]=[C:25]([Cl:27])[CH:24]=[C:23](Cl)[N:22]=3)[C:13]=2[CH:12]=[CH:11][CH:10]=1)([C:4]([CH3:7])([CH3:6])[CH3:5])([CH3:3])[CH3:2].[NH:29]1[CH2:33][CH2:32][CH2:31][CH:30]1[CH2:34][OH:35].C(=O)([O-])[O-].[K+].[K+].O. The catalyst is CN(C=O)C. The product is [Si:1]([O:8][C:9]1[C:17]2[N:16]=[C:15]([CH:18]([F:19])[F:20])[N:14]([C:21]3[N:22]=[C:23]([N:29]4[CH2:33][CH2:32][CH2:31][CH:30]4[CH2:34][OH:35])[CH:24]=[C:25]([Cl:27])[N:26]=3)[C:13]=2[CH:12]=[CH:11][CH:10]=1)([C:4]([CH3:5])([CH3:6])[CH3:7])([CH3:3])[CH3:2]. The yield is 0.640. (2) The reactants are [NH2:1][C:2]([NH2:4])=[S:3].[F:5][C:6]([F:17])([F:16])[C:7](=O)[CH:8](Cl)[C:9]([O:11][CH2:12][CH3:13])=[O:10]. The catalyst is CCO. The product is [NH2:1][C:2]1[S:3][C:8]([C:9]([O:11][CH2:12][CH3:13])=[O:10])=[C:7]([C:6]([F:5])([F:17])[F:16])[N:4]=1. The yield is 0.850. (3) The reactants are [F:1][C:2]([F:28])([F:27])[C:3]1[CH:4]=[C:5]([NH:13][C:14](=[O:26])[C:15]2[CH:20]=[C:19](I)[CH:18]=[CH:17][C:16]=2[O:22][CH2:23][O:24][CH3:25])[CH:6]=[C:7]([C:9]([F:12])([F:11])[F:10])[CH:8]=1.C([Sn](CCCC)(CCCC)[C:34]1[CH:39]=[CH:38][CH:37]=[CH:36][N:35]=1)CCC.O. The catalyst is CN(C)C=O.Cl[Pd](Cl)([P](C1C=CC=CC=1)(C1C=CC=CC=1)C1C=CC=CC=1)[P](C1C=CC=CC=1)(C1C=CC=CC=1)C1C=CC=CC=1. The product is [F:1][C:2]([F:28])([F:27])[C:3]1[CH:4]=[C:5]([NH:13][C:14](=[O:26])[C:15]2[CH:20]=[C:19]([C:34]3[CH:39]=[CH:38][CH:37]=[CH:36][N:35]=3)[CH:18]=[CH:17][C:16]=2[O:22][CH2:23][O:24][CH3:25])[CH:6]=[C:7]([C:9]([F:12])([F:11])[F:10])[CH:8]=1. The yield is 0.208. (4) The reactants are Cl.[NH2:2][C:3]1[C:4]([C:8]([O:10][CH3:11])=[O:9])=[CH:5][S:6][CH:7]=1.C(N(C(C)C)C(C)C)C.[Br:21][C:22]1[CH:23]=[CH:24][C:25]([O:28][CH2:29][C:30](O)=[O:31])=[N:26][CH:27]=1.CN(C(ON1N=NC2C=CC=NC1=2)=[N+](C)C)C.F[P-](F)(F)(F)(F)F. The catalyst is CN(C)C=O.O. The product is [CH3:11][O:10][C:8]([C:4]1[C:3]([NH:2][C:30](=[O:31])[CH2:29][O:28][C:25]2[CH:24]=[CH:23][C:22]([Br:21])=[CH:27][N:26]=2)=[CH:7][S:6][CH:5]=1)=[O:9]. The yield is 0.730. (5) The reactants are [CH2:1]([NH:8][C:9](=[O:43])[C:10]1[C:15]([OH:16])=[CH:14][CH:13]=[C:12]([C:17]2[C:18]([N:37]([CH3:42])[S:38]([CH3:41])(=[O:40])=[O:39])=[CH:19][C:20]3[O:24][C:23]([C:25]4[CH:30]=[CH:29][C:28]([F:31])=[CH:27][CH:26]=4)=[C:22]([C:32](=[O:35])[NH:33][CH3:34])[C:21]=3[CH:36]=2)[N:11]=1)[C:2]1[CH:7]=[CH:6][CH:5]=[CH:4][CH:3]=1.[C:44]([O-])([O-])=O.[Cs+].[Cs+].ClCI. The catalyst is CN(C=O)C. The product is [CH2:1]([N:8]1[C:9](=[O:43])[C:10]2[N:11]=[C:12]([C:17]3[C:18]([N:37]([CH3:42])[S:38]([CH3:41])(=[O:40])=[O:39])=[CH:19][C:20]4[O:24][C:23]([C:25]5[CH:30]=[CH:29][C:28]([F:31])=[CH:27][CH:26]=5)=[C:22]([C:32]([NH:33][CH3:34])=[O:35])[C:21]=4[CH:36]=3)[CH:13]=[CH:14][C:15]=2[O:16][CH2:44]1)[C:2]1[CH:7]=[CH:6][CH:5]=[CH:4][CH:3]=1. The yield is 0.196. (6) The product is [OH:10][C:11]1[CH:19]=[CH:18][C:17]([N+:20]([O-:22])=[O:21])=[CH:16][C:12]=1[C:13]([O:15][CH3:2])=[O:14]. The reactants are F[C:2]1C(N)=NC(N)=NC=1.[OH:10][C:11]1[CH:19]=[CH:18][C:17]([N+:20]([O-:22])=[O:21])=[CH:16][C:12]=1[C:13]([OH:15])=[O:14].C(=O)([O-])[O-].[K+].[K+].IC. No catalyst specified. The yield is 0.770.